This data is from Full USPTO retrosynthesis dataset with 1.9M reactions from patents (1976-2016). The task is: Predict the reactants needed to synthesize the given product. (1) Given the product [Cl:1][C:2]1[CH:3]=[CH:4][C:5]2[N:11]([C:12](=[O:22])[C:13]3[CH:18]=[CH:17][C:16]([O:19][CH2:33][C:32]4[CH:35]=[CH:36][CH:37]=[CH:38][C:31]=4[Cl:30])=[C:15]([O:20][CH3:21])[CH:14]=3)[CH2:10][CH2:9][CH2:8][CH2:7][C:6]=2[CH:23]=1, predict the reactants needed to synthesize it. The reactants are: [Cl:1][C:2]1[CH:3]=[CH:4][C:5]2[N:11]([C:12](=[O:22])[C:13]3[CH:18]=[CH:17][C:16]([OH:19])=[C:15]([O:20][CH3:21])[CH:14]=3)[CH2:10][CH2:9][CH2:8][CH2:7][C:6]=2[CH:23]=1.C(=O)([O-])[O-].[K+].[K+].[Cl:30][C:31]1[CH:38]=[CH:37][CH:36]=[CH:35][C:32]=1[CH2:33]Cl.O. (2) The reactants are: [C:1]1(C)C=CC=CC=1.NC1C=CC=CC=1.[CH3:15][C:16]([C:20]1[CH:21]=[C:22]([C:27]2[CH:32]=[CH:31][CH:30]=[C:29](C=O)[CH:28]=2)[CH:23]=[CH:24][C:25]=1[OH:26])([CH3:19])[CH2:17][CH3:18].[S:35]1[CH2:41][C:39](=[O:40])[NH:38][C:36]1=[S:37]. Given the product [CH3:19][C:16]([C:20]1[CH:21]=[C:22]([C:27]2[CH:32]=[CH:31][CH:30]=[CH:29][C:28]=2[CH:1]=[C:41]2[S:35][C:36](=[S:37])[NH:38][C:39]2=[O:40])[CH:23]=[CH:24][C:25]=1[OH:26])([CH3:15])[CH2:17][CH3:18], predict the reactants needed to synthesize it. (3) The reactants are: Br[C:2]1[C:22]([O:23][CH3:24])=[CH:21][C:5]2[N:6]([CH3:20])[C:7](=[O:19])[CH2:8][N:9]=[C:10]([C:11]3[CH:12]=[C:13]([CH:16]=[CH:17][CH:18]=3)[C:14]#[N:15])[C:4]=2[CH:3]=1.C1(B(O)O)C=CC=CC=1.[O:34]([C:41]1[CH:46]=[CH:45][CH:44]=[CH:43][C:42]=1B(O)O)[C:35]1[CH:40]=[CH:39][CH:38]=[CH:37][CH:36]=1. Given the product [CH3:24][O:23][C:22]1[C:2]([C:36]2[CH:37]=[CH:38][CH:39]=[CH:40][C:35]=2[O:34][C:41]2[CH:42]=[CH:43][CH:44]=[CH:45][CH:46]=2)=[CH:3][C:4]2[C:10]([C:11]3[CH:12]=[C:13]([CH:16]=[CH:17][CH:18]=3)[C:14]#[N:15])=[N:9][CH2:8][C:7](=[O:19])[N:6]([CH3:20])[C:5]=2[CH:21]=1, predict the reactants needed to synthesize it. (4) Given the product [C:1]([C:5]1[CH:18]=[CH:17][CH:16]=[CH:15][C:6]=1[O:7][CH2:8][CH2:9][N:10]([CH3:14])[C:11](=[O:12])[NH:28][C:29]1[C:34]([C:35]([O:37][CH3:38])=[O:36])=[CH:33][N:32]=[CH:31][CH:30]=1)([CH3:4])([CH3:3])[CH3:2], predict the reactants needed to synthesize it. The reactants are: [C:1]([C:5]1[CH:18]=[CH:17][CH:16]=[CH:15][C:6]=1[O:7][CH2:8][CH2:9][N:10]([CH3:14])[C:11](Cl)=[O:12])([CH3:4])([CH3:3])[CH3:2].CCN(C(C)C)C(C)C.[NH2:28][C:29]1[C:34]([C:35]([O:37][CH3:38])=[O:36])=[CH:33][N:32]=[CH:31][CH:30]=1.